This data is from Full USPTO retrosynthesis dataset with 1.9M reactions from patents (1976-2016). The task is: Predict the reactants needed to synthesize the given product. (1) Given the product [CH3:15][N:12]1[C:13](=[O:14])[C:8]([N:1]2[CH2:6][CH2:5][O:4][CH2:3][CH2:2]2)=[C:9]2[C:18](=[O:19])[N:17]([CH2:20][CH2:21][C:22]3[CH:31]=[CH:30][C:29]4[C:24](=[CH:25][CH:26]=[CH:27][CH:28]=4)[N:23]=3)[C:16](=[O:32])[C:10]2=[CH:11]1, predict the reactants needed to synthesize it. The reactants are: [NH:1]1[CH2:6][CH2:5][O:4][CH2:3][CH2:2]1.Cl[C:8]1[C:13](=[O:14])[N:12]([CH3:15])[CH:11]=[C:10]2[C:16](=[O:32])[N:17]([CH2:20][CH2:21][C:22]3[CH:31]=[CH:30][C:29]4[C:24](=[CH:25][CH:26]=[CH:27][CH:28]=4)[N:23]=3)[C:18](=[O:19])[C:9]=12. (2) Given the product [C:22]([N:25]([CH2:35][C:36]1[N:37]=[C:38]([NH:1][C:2]2[S:3][C:4]([C:10]3[C:11]([F:21])=[CH:12][C:13]([C:17]([OH:20])([CH3:18])[CH3:19])=[CH:14][C:15]=3[F:16])=[CH:5][C:6]=2[C:7]([NH2:9])=[O:8])[CH:39]=[CH:40][CH:41]=1)[CH2:26][C:27]([NH:29][CH:30]1[CH2:34][CH2:33][CH2:32][CH2:31]1)=[O:28])(=[O:24])[CH3:23], predict the reactants needed to synthesize it. The reactants are: [NH2:1][C:2]1[S:3][C:4]([C:10]2[C:15]([F:16])=[CH:14][C:13]([C:17]([OH:20])([CH3:19])[CH3:18])=[CH:12][C:11]=2[F:21])=[CH:5][C:6]=1[C:7]([NH2:9])=[O:8].[C:22]([N:25]([CH2:35][C:36]1[CH:41]=[CH:40][CH:39]=[C:38](Br)[N:37]=1)[CH2:26][C:27]([NH:29][CH:30]1[CH2:34][CH2:33][CH2:32][CH2:31]1)=[O:28])(=[O:24])[CH3:23]. (3) Given the product [F:15][C:13]([F:16])([F:14])[C:12]([C:3]1[CH:4]=[CH:5][C:6]2[C:11](=[CH:10][CH:9]=[CH:8][CH:7]=2)[C:2]=1[CH:29]([CH2:30][CH3:31])[C:28]([NH2:27])=[O:25])([OH:21])[C:17]([F:20])([F:18])[F:19], predict the reactants needed to synthesize it. The reactants are: N[C:2]1[C:11]2[C:6](=[CH:7][CH:8]=[CH:9][CH:10]=2)[CH:5]=[CH:4][C:3]=1[C:12]([OH:21])([C:17]([F:20])([F:19])[F:18])[C:13]([F:16])([F:15])[F:14].C(Cl)(=[O:25])CC.[N:27]1C=[CH:31][CH:30]=[CH:29][CH:28]=1. (4) Given the product [CH2:27]([O:26][C:24](=[O:25])[CH:23]=[C:2]1[CH2:7][CH2:6][N:5]([C:8]([O:10][C:11]([CH3:14])([CH3:13])[CH3:12])=[O:9])[CH2:4][CH2:3]1)[CH3:28], predict the reactants needed to synthesize it. The reactants are: O=[C:2]1[CH2:7][CH2:6][N:5]([C:8]([O:10][C:11]([CH3:14])([CH3:13])[CH3:12])=[O:9])[CH2:4][CH2:3]1.C(OP([CH2:23][C:24]([O:26][CH2:27][CH3:28])=[O:25])(OCC)=O)C.C(=O)([O-])[O-].[K+].[K+]. (5) Given the product [CH:10]1([CH:13]([O:25][C:3]2[CH:4]=[C:5]([Cl:8])[CH:6]=[CH:7][C:2]=2[Cl:1])[CH2:14][CH2:15][N:16]([CH3:24])[C:17](=[O:23])[O:18][C:19]([CH3:22])([CH3:20])[CH3:21])[CH2:12][CH2:11]1, predict the reactants needed to synthesize it. The reactants are: [Cl:1][C:2]1[CH:7]=[CH:6][C:5]([Cl:8])=[CH:4][C:3]=1F.[CH:10]1([CH:13]([OH:25])[CH2:14][CH2:15][N:16]([CH3:24])[C:17](=[O:23])[O:18][C:19]([CH3:22])([CH3:21])[CH3:20])[CH2:12][CH2:11]1.[H-].[Na+].O.